Dataset: Reaction yield outcomes from USPTO patents with 853,638 reactions. Task: Predict the reaction yield, written as a fraction of the theoretical maximum amount of product (1.0 means a 100% yield; for example, 0.34 means a 34% yield). (1) The reactants are Br[CH2:2][C:3]([C:5]1[C:10]([CH:11]([CH3:13])[CH3:12])=[CH:9][C:8]([CH:14]([CH3:16])[CH3:15])=[CH:7][C:6]=1[CH:17]([CH3:19])[CH3:18])=O.[NH2:20][C:21]([NH2:23])=[S:22]. The catalyst is CCO. The product is [CH:17]([C:6]1[CH:7]=[C:8]([CH:14]([CH3:16])[CH3:15])[CH:9]=[C:10]([CH:11]([CH3:13])[CH3:12])[C:5]=1[C:3]1[N:20]=[C:21]([NH2:23])[S:22][CH:2]=1)([CH3:19])[CH3:18]. The yield is 0.250. (2) The yield is 0.612. The catalyst is CO. The product is [CH3:1][O:2][C:3]1[CH:8]=[CH:7][CH:6]=[CH:5][C:4]=1[CH:9]1[CH2:13][CH2:12][CH:11]([C:15]([O:16][CH3:17])=[O:18])[C:10]1=[O:14]. The reactants are [CH3:1][O:2][C:3]1[CH:8]=[CH:7][CH:6]=[CH:5][C:4]=1[CH:9]1[CH2:13][CH2:12][CH2:11][C:10]1=[O:14].[C:15](=O)([O:18]C)[O:16][CH3:17].[H-].[Na+].Cl. (3) The reactants are [C:1]([O:5][C:6]([NH:8][C@@H:9]1[C:23](=[O:24])[N:22]2[CH2:25][C@H:26]([O:28][C:29]3[N:30]=[C:31]4[C:36](=[C:37]5[C:42]=3[CH:41]=[CH:40][CH:39]=[CH:38]5)[CH:35]=[CH:34][CH:33]=[CH:32]4)[CH2:27][C@H:21]2[C:20](=[O:43])[NH:19][C@:18]2([C:45]([O:47]CC)=[O:46])[CH2:44][C@H:17]2[CH2:16][C:15]([F:51])([F:50])[CH2:14][CH2:13][CH2:12][CH2:11][CH2:10]1)=[O:7])([CH3:4])([CH3:3])[CH3:2].C(O)C.O.[OH-].[Li+]. The catalyst is O1CCCC1.O. The product is [C:1]([O:5][C:6]([NH:8][C@@H:9]1[C:23](=[O:24])[N:22]2[CH2:25][C@H:26]([O:28][C:29]3[N:30]=[C:31]4[C:36](=[C:37]5[C:42]=3[CH:41]=[CH:40][CH:39]=[CH:38]5)[CH:35]=[CH:34][CH:33]=[CH:32]4)[CH2:27][C@H:21]2[C:20](=[O:43])[NH:19][C@:18]2([C:45]([OH:47])=[O:46])[CH2:44][C@H:17]2[CH2:16][C:15]([F:50])([F:51])[CH2:14][CH2:13][CH2:12][CH2:11][CH2:10]1)=[O:7])([CH3:4])([CH3:2])[CH3:3]. The yield is 0.700. (4) The reactants are [N:1]1([C:13]([O:15][C:16]([CH3:19])([CH3:18])[CH3:17])=[O:14])[CH2:7][CH2:6][CH2:5][CH:4]([C:8](OCC)=[O:9])[CH2:3][CH2:2]1.[H-].[H-].[H-].[H-].[Li+].[Al+3].O.[O-]S([O-])(=O)=O.[Na+].[Na+]. The catalyst is C1COCC1. The product is [OH:9][CH2:8][CH:4]1[CH2:5][CH2:6][CH2:7][N:1]([C:13]([O:15][C:16]([CH3:19])([CH3:18])[CH3:17])=[O:14])[CH2:2][CH2:3]1. The yield is 1.00.